This data is from Catalyst prediction with 721,799 reactions and 888 catalyst types from USPTO. The task is: Predict which catalyst facilitates the given reaction. (1) Reactant: [N:1]1[CH:6]=[CH:5][CH:4]=[C:3]([NH:7][C:8](=[O:13])[C:9]([CH3:12])([CH3:11])[CH3:10])[CH:2]=1.C([Li])CCC.B(OC)(OC)[O:20]C.CC(O)=O.OO. Product: [OH:20][C:4]1[CH:5]=[CH:6][N:1]=[CH:2][C:3]=1[NH:7][C:8](=[O:13])[C:9]([CH3:10])([CH3:12])[CH3:11]. The catalyst class is: 20. (2) Reactant: [H-].[H-].[H-].[H-].[Li+].[Al+3].C(OC(C1NC2C(C=1)=C([N+]([O-])=O)C=CC=2)=O)C.C(O[C:27]([C:29]1[NH:30][C:31]2[C:36]([CH:37]=1)=[CH:35][CH:34]=[C:33]([N+:38]([O-])=O)[CH:32]=2)=O)C.[OH-].[Na+]. Product: [CH3:27][C:29]1[NH:30][C:31]2[C:36]([CH:37]=1)=[CH:35][CH:34]=[C:33]([NH2:38])[CH:32]=2. The catalyst class is: 20. (3) Reactant: [H-].[Al+3].[Li+].[H-].[H-].[H-].C([O:9][C:10]([C:12]1[NH:13][C:14]2[C:19]([CH:20]=1)=[CH:18][C:17]([C:21]1[CH:26]=[CH:25][CH:24]=[CH:23][CH:22]=1)=[CH:16][CH:15]=2)=O)C.O.Cl. Product: [C:21]1([C:17]2[CH:18]=[C:19]3[C:14](=[CH:15][CH:16]=2)[NH:13][C:12]([CH2:10][OH:9])=[CH:20]3)[CH:22]=[CH:23][CH:24]=[CH:25][CH:26]=1. The catalyst class is: 1. (4) Reactant: [CH3:1][C:2]1[C:7]([O:8][CH3:9])=[C:6]([CH3:10])[C:5]([CH2:11][S:12]([C:14]2[N-:18][C:17]3[CH:19]=[CH:20][C:21]([O:23][CH3:24])=[CH:22][C:16]=3[N:15]=2)=[O:13])=[N:4][CH:3]=1.[CH3:25][C:26]1[C:31]([O:32][CH3:33])=[C:30]([CH3:34])[C:29]([CH2:35][S:36]([C:38]2[N-:42][C:41]3[CH:43]=[CH:44][C:45]([O:47][CH3:48])=[CH:46][C:40]=3[N:39]=2)=[O:37])=[N:28][CH:27]=1.O.O.O.[Mg+2:52]. Product: [CH3:1][C:2]1[CH:3]=[N:4][C:5]([CH2:11][S+:12]([O-:13])[C:14]2[N-:18][C:17]3[CH:19]=[CH:20][C:21]([O:23][CH3:24])=[CH:22][C:16]=3[N:15]=2)=[C:6]([CH3:10])[C:7]=1[O:8][CH3:9].[CH3:25][C:26]1[CH:27]=[N:28][C:29]([CH2:35][S+:36]([O-:37])[C:38]2[N-:42][C:41]3[CH:43]=[CH:44][C:45]([O:47][CH3:48])=[CH:46][C:40]=3[N:39]=2)=[C:30]([CH3:34])[C:31]=1[O:32][CH3:33].[Mg+2:52]. The catalyst class is: 98. (5) Reactant: [Br:1][C:2]1[C:8]([Cl:9])=[CH:7][C:5]([NH2:6])=[C:4]([F:10])[CH:3]=1.C1C(=O)N([Cl:18])C(=O)C1. Product: [Br:1][C:2]1[CH:3]=[C:4]([F:10])[C:5]([NH2:6])=[C:7]([Cl:18])[C:8]=1[Cl:9]. The catalyst class is: 10. (6) Product: [C:7]([O:11][C:12]([NH:14][N:15]=[C:1]1[CH2:5][CH2:4][CH2:3][CH2:2]1)=[O:13])([CH3:10])([CH3:9])[CH3:8]. The catalyst class is: 5. Reactant: [C:1]1(=O)[CH2:5][CH2:4][CH2:3][CH2:2]1.[C:7]([O:11][C:12]([NH:14][NH2:15])=[O:13])([CH3:10])([CH3:9])[CH3:8].